From a dataset of HIV replication inhibition screening data with 41,000+ compounds from the AIDS Antiviral Screen. Binary Classification. Given a drug SMILES string, predict its activity (active/inactive) in a high-throughput screening assay against a specified biological target. (1) The molecule is O=NNc1ccc(SSc2ccc(NN=O)cc2)cc1. The result is 0 (inactive). (2) The compound is O=C(OCC1OC2OC(c3ccccc3)(n3ccc4c([N+](=O)[O-])ccnc43)OC2C1OC(=O)c1ccccc1)c1ccccc1. The result is 0 (inactive). (3) The molecule is COc1ccc2c(c1OC)CN(C)CCc1cc3c(cc1C(=O)C2)OCO3. The result is 0 (inactive). (4) The molecule is Cc1cc(S(=O)(=O)Nc2nc3cscc3c(=O)n2N)c(S)cc1Cl. The result is 1 (active). (5) The molecule is CC(C)=CCCC(C)C1=C(Nc2ccccc2)C(=O)C(C)=C(O)C1=O. The result is 0 (inactive). (6) The drug is CCCCN1C(=O)C2C(C1=O)C(c1ccccc1O)C2c1ccccc1O. The result is 0 (inactive). (7) The compound is Cl.O=c1c2ccccc2ncn1COCc1ccccc1. The result is 0 (inactive). (8) The drug is CCOC(=O)c1cc(-c2ccccn2)c(=O)n2ccccc12. The result is 0 (inactive). (9) The drug is COc1ccc(-c2onc3ccc(Br)cc23)cc1. The result is 0 (inactive).